From a dataset of Catalyst prediction with 721,799 reactions and 888 catalyst types from USPTO. Predict which catalyst facilitates the given reaction. (1) The catalyst class is: 22. Reactant: [CH2:1]([CH:4]([NH:8][C:9]([NH:11][CH:12]([CH2:16][CH2:17][CH3:18])[CH2:13][CH2:14][CH3:15])=[O:10])[CH2:5][CH2:6][CH3:7])[CH2:2][CH3:3].[C:19](Cl)(=[O:24])[CH2:20][C:21](Cl)=[O:22]. Product: [CH2:1]([CH:4]([N:8]1[C:21](=[O:22])[CH2:20][C:19](=[O:24])[N:11]([CH:12]([CH2:16][CH2:17][CH3:18])[CH2:13][CH2:14][CH3:15])[C:9]1=[O:10])[CH2:5][CH2:6][CH3:7])[CH2:2][CH3:3]. (2) Reactant: [ClH:1].[C:2]([C:4]1[CH:5]=[C:6]([C@H:10]([NH:12]S(C(C)(C)C)=O)[CH3:11])[CH:7]=[CH:8][CH:9]=1)#[N:3]. Product: [ClH:1].[NH2:12][C@@H:10]([C:6]1[CH:5]=[C:4]([CH:9]=[CH:8][CH:7]=1)[C:2]#[N:3])[CH3:11]. The catalyst class is: 5. (3) Reactant: C([O:3][C:4](=O)[CH2:5][CH2:6][C:7]1[C:15]2[B:14]([OH:16])[O:13][CH2:12][C:11]=2[CH:10]=[CH:9][CH:8]=1)C.CC(C[Al]CC(C)C)C. Product: [OH:3][CH2:4][CH2:5][CH2:6][C:7]1[C:15]2[B:14]([OH:16])[O:13][CH2:12][C:11]=2[CH:10]=[CH:9][CH:8]=1. The catalyst class is: 1. (4) Reactant: Br[CH2:2][C:3]1[CH:8]=[CH:7][CH:6]=[CH:5][CH:4]=1.[Cl:9][C:10]1[CH:11]=[CH:12][C:13]([CH2:17][OH:18])=[C:14]([OH:16])[CH:15]=1.[OH-].[Na+]. Product: [Cl:9][C:10]1[CH:11]=[CH:12][C:13]([CH2:17][OH:18])=[C:14]([O:16][CH2:2][C:3]2[CH:8]=[CH:7][CH:6]=[CH:5][CH:4]=2)[CH:15]=1. The catalyst class is: 8. (5) Reactant: Cl[C:2]1[N:7]=[N:6][C:5]([C:8]([NH2:10])=[O:9])=[C:4]([NH:11][C:12]2[N:17]=[C:16]([CH3:18])[CH:15]=[C:14]([CH3:19])[N:13]=2)[CH:3]=1.[CH2:20]([NH2:23])[CH2:21][NH2:22]. Product: [NH2:22][CH2:21][CH2:20][NH:23][C:2]1[N:7]=[N:6][C:5]([C:8]([NH2:10])=[O:9])=[C:4]([NH:11][C:12]2[N:17]=[C:16]([CH3:18])[CH:15]=[C:14]([CH3:19])[N:13]=2)[CH:3]=1. The catalyst class is: 16. (6) Reactant: [Cl:1][C:2]1[CH:7]=[CH:6][C:5]([C@:8]2([O:26][C@H:25]([CH2:27][O:28]C(=O)C)[C@@H:20]([O:21]C(=O)C)[C@H:15]([O:16]C(=O)C)[C@H:10]2[O:11]C(=O)C)[OH:9])=[CH:4][C:3]=1[CH2:32][C:33]1[CH:38]=[CH:37][C:36]([C:39]#[C:40][C:41]2[CH:45]=[CH:44][S:43][CH:42]=2)=[CH:35][CH:34]=1.[OH-].[K+].Cl. Product: [Cl:1][C:2]1[CH:7]=[CH:6][C:5]([C@:8]2([O:26][C@H:25]([CH2:27][OH:28])[C@@H:20]([OH:21])[C@H:15]([OH:16])[C@H:10]2[OH:11])[OH:9])=[CH:4][C:3]=1[CH2:32][C:33]1[CH:38]=[CH:37][C:36]([C:39]#[C:40][C:41]2[CH:45]=[CH:44][S:43][CH:42]=2)=[CH:35][CH:34]=1. The catalyst class is: 5.